Predict the reactants needed to synthesize the given product. From a dataset of Full USPTO retrosynthesis dataset with 1.9M reactions from patents (1976-2016). Given the product [NH2:1][C:2]1[N:7]([CH3:8])[C:6](=[O:9])[NH:5][C:4](=[O:10])[C:3]=1[N:11]([CH2:12][C:13]1[CH:18]=[CH:17][C:16]([Cl:19])=[CH:15][CH:14]=1)[C:36](=[O:37])[C:35]1[CH:39]=[C:40]([CH3:43])[CH:41]=[CH:42][C:34]=1[O:33][CH2:29][CH2:30][CH:31]=[CH2:32], predict the reactants needed to synthesize it. The reactants are: [NH2:1][C:2]1[N:7]([CH3:8])[C:6](=[O:9])[NH:5][C:4](=[O:10])[C:3]=1[NH:11][CH2:12][C:13]1[CH:18]=[CH:17][C:16]([Cl:19])=[CH:15][CH:14]=1.CCN(C(C)C)C(C)C.[CH2:29]([O:33][C:34]1[CH:42]=[CH:41][C:40]([CH3:43])=[CH:39][C:35]=1[C:36](Cl)=[O:37])[CH2:30][CH:31]=[CH2:32].